Dataset: Forward reaction prediction with 1.9M reactions from USPTO patents (1976-2016). Task: Predict the product of the given reaction. (1) The product is: [CH2:1]([C:3]1[CH:8]=[C:7]2[C:6](=[CH:5][C:4]=1[OH:23])[O:22][CH:25]=[C:10]([C:11]1[CH:20]=[CH:19][C:18]3[C:13](=[CH:14][CH:15]=[CH:16][CH:17]=3)[CH:12]=1)[C:9]2=[O:21])[CH3:2]. Given the reactants [CH2:1]([C:3]1[C:4]([OH:23])=[CH:5][C:6]([OH:22])=[C:7]([C:9](=[O:21])[CH2:10][C:11]2[CH:20]=[CH:19][C:18]3[C:13](=[CH:14][CH:15]=[CH:16][CH:17]=3)[CH:12]=2)[CH:8]=1)[CH3:2].N1C=CC=C[CH:25]=1.C(OC)(OC)OC, predict the reaction product. (2) Given the reactants [F:1][C:2]1[CH:17]=[CH:16][C:5]([O:6][C:7]2[CH:8]=[C:9]([N+:13]([O-])=O)[CH:10]=[CH:11][CH:12]=2)=[CH:4][CH:3]=1, predict the reaction product. The product is: [F:1][C:2]1[CH:17]=[CH:16][C:5]([O:6][C:7]2[CH:8]=[C:9]([CH:10]=[CH:11][CH:12]=2)[NH2:13])=[CH:4][CH:3]=1. (3) Given the reactants [N:1]1([C:6]2[CH:14]=[CH:13][CH:12]=[C:11]3[C:7]=2[C:8]([NH2:15])=[N:9][NH:10]3)[CH:5]=[CH:4][N:3]=[N:2]1.CC1(C)OC(=O)[CH:20]([C:24]([CH:26]2[CH2:31][CH2:30][N:29]([C:32]([O:34][C:35]([CH3:38])([CH3:37])[CH3:36])=[O:33])[CH2:28][CH2:27]2)=O)[C:19](=O)[O:18]1.P([O-])([O-])([O-])=O.[K+].[K+].[K+].Cl, predict the reaction product. The product is: [O:18]=[C:19]1[CH:20]=[C:24]([CH:26]2[CH2:31][CH2:30][N:29]([C:32]([O:34][C:35]([CH3:38])([CH3:37])[CH3:36])=[O:33])[CH2:28][CH2:27]2)[N:9]2[N:10]=[C:11]3[C:7]([C:6]([N:1]4[CH:5]=[CH:4][N:3]=[N:2]4)=[CH:14][CH:13]=[CH:12]3)=[C:8]2[NH:15]1. (4) Given the reactants Br[C:2]1[CH:7]=[C:6]([C:8]([F:11])([F:10])[F:9])[C:5]2[CH2:12][O:13][C@@H:14]3[C@H:18]([C:4]=2[CH:3]=1)[CH2:17][N:16]([C:19]([O:21][C:22]([CH3:25])([CH3:24])[CH3:23])=[O:20])[CH2:15]3.[C:26]1(B(O)O)[CH:31]=[CH:30][CH:29]=[CH:28][CH:27]=1.C(O)C.C(=O)([O-])[O-].[Na+].[Na+], predict the reaction product. The product is: [C:26]1([C:2]2[CH:7]=[C:6]([C:8]([F:10])([F:11])[F:9])[C:5]3[CH2:12][O:13][C@@H:14]4[C@H:18]([C:4]=3[CH:3]=2)[CH2:17][N:16]([C:19]([O:21][C:22]([CH3:25])([CH3:24])[CH3:23])=[O:20])[CH2:15]4)[CH:31]=[CH:30][CH:29]=[CH:28][CH:27]=1. (5) Given the reactants C(O)C.[C:4]([NH2:12])(=[O:11])[C:5]1[CH:10]=[CH:9][CH:8]=[N:7][CH:6]=1.[Cl:13][C:14]1[C:23]2[C:18](=[CH:19][CH:20]=[CH:21][CH:22]=2)[C:17]([CH3:24])=[CH:16][CH:15]=1, predict the reaction product. The product is: [Cl-:13].[CH3:24][C:17]1[C:18]2[C:23](=[CH:22][CH:21]=[CH:20][CH:19]=2)[CH:14]=[CH:15][C:16]=1[N+:7]1[CH:8]=[CH:9][CH:10]=[C:5]([C:4](=[O:11])[NH2:12])[CH:6]=1. (6) Given the reactants [O:1]=[C:2]1[C:11]2[C:6](=[CH:7][N:8]=[CH:9][CH:10]=2)[O:5][C:4]([C:12]2[CH:13]=[C:14]([CH:19]=[CH:20][CH:21]=2)[C:15]([O:17][CH3:18])=[O:16])=[CH:3]1.[BH4-].[Na+], predict the reaction product. The product is: [OH:1][CH:2]1[C:11]2[C:6](=[CH:7][N:8]=[CH:9][CH:10]=2)[O:5][CH:4]([C:12]2[CH:13]=[C:14]([CH:19]=[CH:20][CH:21]=2)[C:15]([O:17][CH3:18])=[O:16])[CH2:3]1.